Predict the reactants needed to synthesize the given product. From a dataset of Full USPTO retrosynthesis dataset with 1.9M reactions from patents (1976-2016). (1) Given the product [CH3:9][O:8][C:4]1[N:3]=[C:2]([N:10]2[CH2:14][CH2:13][C@H:12]([OH:15])[CH2:11]2)[CH:7]=[CH:6][CH:5]=1, predict the reactants needed to synthesize it. The reactants are: Cl[C:2]1[CH:7]=[CH:6][CH:5]=[C:4]([O:8][CH3:9])[N:3]=1.[NH:10]1[CH2:14][CH2:13][C@H:12]([OH:15])[CH2:11]1.[OH-].[K+]. (2) Given the product [F:27][C:2]([F:1])([F:26])[C:3]1[CH:4]=[CH:5][C:6]([O:9][C:10]2[CH:11]=[CH:12][C:13]([O:16][C:17]([N:19]3[CH2:20][CH2:21][CH:22]([O:25][C:35]4[CH:36]=[CH:37][CH:38]=[CH:33][N:28]=4)[CH2:23][CH2:24]3)=[O:18])=[CH:14][CH:15]=2)=[N:7][CH:8]=1, predict the reactants needed to synthesize it. The reactants are: [F:1][C:2]([F:27])([F:26])[C:3]1[CH:4]=[CH:5][C:6]([O:9][C:10]2[CH:15]=[CH:14][C:13]([O:16][C:17]([N:19]3[CH2:24][CH2:23][CH:22]([OH:25])[CH2:21][CH2:20]3)=[O:18])=[CH:12][CH:11]=2)=[N:7][CH:8]=1.[N:28]1([C:33]2[CH:38]=[CH:37][C:36](O)=[CH:35]C=2)C=CN=C1.C(OCC)(=O)C.CCCCCCC.Cl. (3) Given the product [F:30][C:10]([F:29])([F:9])[C:11]1[CH:16]=[CH:15][C:14]([C:17]([F:18])([F:19])[F:20])=[CH:13][C:12]=1[C:21]1[CH:26]=[CH:25][N:24]=[C:23]([C:27](=[N:7][OH:8])[NH2:28])[CH:22]=1, predict the reactants needed to synthesize it. The reactants are: C(=O)([O-])O.[Na+].Cl.[NH2:7][OH:8].[F:9][C:10]([F:30])([F:29])[C:11]1[CH:16]=[CH:15][C:14]([C:17]([F:20])([F:19])[F:18])=[CH:13][C:12]=1[C:21]1[CH:26]=[CH:25][N:24]=[C:23]([C:27]#[N:28])[CH:22]=1. (4) Given the product [Br:1][C:2]1[CH:3]=[CH:4][C:5]([O:13][Si:14]([C:17]([CH3:20])([CH3:19])[CH3:18])([CH3:15])[CH3:16])=[C:6]([CH:8]([C:46]([C:45]2[CH:49]=[CH:50][C:42]([F:41])=[CH:43][CH:44]=2)=[O:47])[C:9]([O:11][CH3:12])=[O:10])[CH:7]=1, predict the reactants needed to synthesize it. The reactants are: [Br:1][C:2]1[CH:3]=[CH:4][C:5]([O:13][Si:14]([C:17]([CH3:20])([CH3:19])[CH3:18])([CH3:16])[CH3:15])=[C:6]([CH2:8][C:9]([O:11][CH3:12])=[O:10])[CH:7]=1.[Li+].CC([N-]C(C)C)C.N(C(C)C)C(C)C.[Li]CCCC.[F:41][C:42]1[CH:50]=[CH:49][C:45]([C:46](Cl)=[O:47])=[CH:44][CH:43]=1. (5) Given the product [CH:13]([O:16][C:17]1[CH:18]=[C:19]([NH:20][C:2]2[CH:7]=[CH:6][N:5]3[N:8]=[CH:9][C:10]([CH:11]=[O:12])=[C:4]3[N:3]=2)[CH:21]=[CH:22][CH:23]=1)([CH3:15])[CH3:14], predict the reactants needed to synthesize it. The reactants are: Cl[C:2]1[CH:7]=[CH:6][N:5]2[N:8]=[CH:9][C:10]([CH:11]=[O:12])=[C:4]2[N:3]=1.[CH:13]([O:16][C:17]1[CH:18]=[C:19]([CH:21]=[CH:22][CH:23]=1)[NH2:20])([CH3:15])[CH3:14].